This data is from Reaction yield outcomes from USPTO patents with 853,638 reactions. The task is: Predict the reaction yield, written as a fraction of the theoretical maximum amount of product (1.0 means a 100% yield; for example, 0.34 means a 34% yield). (1) The product is [F:9][C:7]1[CH:8]=[C:2]([NH2:67])[C:3]([C:17]2[CH:18]=[CH:19][C:14]([S:11]([CH3:10])(=[O:13])=[O:12])=[CH:15][CH:16]=2)=[CH:5][CH:6]=1. The yield is 0.950. The catalyst is CN(C=O)C.O.CCOC(C)=O.C([O-])(=O)C.[Pd+2].C([O-])(=O)C. The reactants are Br[C:2]1[CH:8]=[C:7]([F:9])[CH:6]=[CH:5][C:3]=1N.[CH3:10][S:11]([C:14]1[CH:19]=[CH:18][C:17](B(O)O)=[CH:16][CH:15]=1)(=[O:13])=[O:12].CC1C(P(C2C(C)=CC(C)=C(S([O-])(=O)=O)C=2)C2C(C)=CC(C)=C(S([O-])(=O)=O)C=2)=CC(S([O-])(=O)=O)=C(C)C=1.O.[Na+].[Na+].[Na+].C([NH:67]C(C)C)(C)C. (2) The reactants are [CH3:1][Mg]Cl.N#N.[CH2:6]([O:13][C:14]1[CH:15]=[C:16]2[C:21](=[CH:22][CH:23]=1)[CH:20]=[C:19]([C:24]1[CH:33]=[CH:32][C:27]([C:28]([O:30][CH3:31])=[O:29])=[CH:26][CH:25]=1)[C:18](OS(C(F)(F)F)(=O)=O)=[CH:17]2)[C:7]1[CH:12]=[CH:11][CH:10]=[CH:9][CH:8]=1. The catalyst is C1COCC1.[Cl-].[Cl-].[Zn+2].C1C=CC([P]([Pd]([P](C2C=CC=CC=2)(C2C=CC=CC=2)C2C=CC=CC=2)([P](C2C=CC=CC=2)(C2C=CC=CC=2)C2C=CC=CC=2)[P](C2C=CC=CC=2)(C2C=CC=CC=2)C2C=CC=CC=2)(C2C=CC=CC=2)C2C=CC=CC=2)=CC=1. The product is [CH2:6]([O:13][C:14]1[CH:15]=[C:16]2[C:21](=[CH:22][CH:23]=1)[CH:20]=[C:19]([C:24]1[CH:33]=[CH:32][C:27]([C:28]([O:30][CH3:31])=[O:29])=[CH:26][CH:25]=1)[C:18]([CH3:1])=[CH:17]2)[C:7]1[CH:12]=[CH:11][CH:10]=[CH:9][CH:8]=1. The yield is 0.680. (3) The reactants are Br[C:2]1[CH:3]=[C:4]([N:11]2[CH2:16][CH2:15][O:14][CH2:13][CH2:12]2)[C:5]([O:8][CH2:9][CH3:10])=[N:6][CH:7]=1.[CH3:17][C:18]1[N:23]=[CH:22][C:21]([NH2:24])=[CH:20][C:19]=1B1OC(C)(C)C(C)(C)O1. No catalyst specified. The product is [CH2:9]([O:8][C:5]1[N:6]=[CH:7][C:2]([C:19]2[C:18]([CH3:17])=[N:23][CH:22]=[C:21]([NH2:24])[CH:20]=2)=[CH:3][C:4]=1[N:11]1[CH2:16][CH2:15][O:14][CH2:13][CH2:12]1)[CH3:10]. The yield is 0.960. (4) The reactants are [N+:1]([C:4]1[CH:5]=[C:6]([CH:8]=[C:9]([C:11]([F:14])([F:13])[F:12])[CH:10]=1)[NH2:7])([O-:3])=[O:2].[CH3:15][S:16](Cl)(=[O:18])=[O:17].C(=O)(O)[O-].[Na+]. The catalyst is N1C=CC=CC=1. The product is [N+:1]([C:4]1[CH:5]=[C:6]([NH:7][S:16]([CH3:15])(=[O:18])=[O:17])[CH:8]=[C:9]([C:11]([F:12])([F:13])[F:14])[CH:10]=1)([O-:3])=[O:2]. The yield is 0.528. (5) The reactants are [CH3:1][C@@H:2]1[N:6]([C:7]([O:9][C:10]([CH3:13])([CH3:12])[CH3:11])=[O:8])[C@H:5]([C:14]([O:16][CH2:17][C:18]([C:20]2[CH:21]=[CH:22][C:23]3[C:32]4[CH:31]=[C:30]5[CH2:33][CH2:34][CH:35](Br)[C:36](=[O:37])[C:29]5=[CH:28][C:27]=4[O:26][CH2:25][C:24]=3[CH:39]=2)=[O:19])=[O:15])[CH2:4][CH2:3]1.[C:40]([O:44][C:45]([N:47]1[CH2:51][C@@H:50](COC)[CH2:49][C@H:48]1[C:55]([OH:57])=[O:56])=[O:46])([CH3:43])([CH3:42])[CH3:41].[C:58]([O-])([O-])=O.[Cs+].[Cs+]. The yield is 0.650. The catalyst is CC(C)=O.C(Cl)Cl. The product is [CH3:1][C@@H:2]1[N:6]([C:7]([O:9][C:10]([CH3:13])([CH3:12])[CH3:11])=[O:8])[C@H:5]([C:14]([O:16][CH2:17][C:18]([C:20]2[CH:21]=[CH:22][C:23]3[C:32]4[CH:31]=[C:30]5[CH2:33][CH2:34][CH:35]([O:57][C:55]([C@@H:48]6[CH2:49][CH2:50][C@H:51]([CH3:58])[N:47]6[C:45]([O:44][C:40]([CH3:41])([CH3:42])[CH3:43])=[O:46])=[O:56])[C:36](=[O:37])[C:29]5=[CH:28][C:27]=4[O:26][CH2:25][C:24]=3[CH:39]=2)=[O:19])=[O:15])[CH2:4][CH2:3]1. (6) The reactants are Br[C:2]1[CH:8]=[C:7]([N+:9]([O-:11])=[O:10])[C:5]([NH2:6])=[C:4]([CH:12]2[CH2:16][CH2:15][CH2:14][O:13]2)[C:3]=1[F:17].C([O-])(O)=O.[Na+].CC1(C)C(C)(C)OB([C:31]2[CH:32]=[N:33][C:34]([C:37]([OH:40])([CH3:39])[CH3:38])=[N:35][CH:36]=2)O1. The catalyst is O1CCOCC1.CCOC(C)=O.C(Cl)Cl.ClCCl.Cl[Pd]Cl.C1(P(C2C=CC=CC=2)[C-]2C=CC=C2)C=CC=CC=1.[C-]1(P(C2C=CC=CC=2)C2C=CC=CC=2)C=CC=C1.[Fe+2]. The product is [NH2:6][C:5]1[C:7]([N+:9]([O-:11])=[O:10])=[CH:8][C:2]([C:31]2[CH:32]=[N:33][C:34]([C:37]([OH:40])([CH3:39])[CH3:38])=[N:35][CH:36]=2)=[C:3]([F:17])[C:4]=1[CH:12]1[CH2:16][CH2:15][CH2:14][O:13]1. The yield is 0.558. (7) The reactants are [CH3:1][C:2]1[C:7](=[O:8])[C@@H:6]([OH:9])[CH2:5][C:4]([CH3:11])([CH3:10])[C:3]=1/[CH:12]=[CH:13]/[C:14](/[CH3:44])=[CH:15]/[CH:16]=[CH:17]/[C:18](/[CH3:43])=[CH:19]/[CH:20]=[CH:21]/[CH:22]=[C:23](\[CH3:42])/[CH:24]=[CH:25]/[CH:26]=[C:27](\[CH3:41])/[CH:28]=[CH:29]/[C:30]1[C:36]([CH3:38])([CH3:37])[CH2:35][C@H:34]([OH:39])[C:32](=[O:33])[C:31]=1[CH3:40]. The catalyst is CCCCCCC. The product is [CH3:40][C:31]1[C:32](=[O:33])[C@H:34]([OH:39])[CH2:35][C:36]([CH3:37])([CH3:38])[C:30]=1/[CH:29]=[CH:28]/[C:27](/[CH3:41])=[CH:26]/[CH:25]=[CH:24]/[C:23](/[CH3:42])=[CH:22]/[CH:21]=[CH:20]/[CH:19]=[C:18](\[CH3:43])/[CH:17]=[CH:16]/[CH:15]=[C:14](\[CH3:44])/[CH:13]=[CH:12]/[C:3]1[C:4]([CH3:11])([CH3:10])[CH2:5][C@H:6]([OH:9])[C:7](=[O:8])[C:2]=1[CH3:1]. The yield is 0.925. (8) The reactants are [NH2:1][CH2:2][CH2:3][N:4]1[CH2:9][CH2:8][O:7][CH2:6][CH2:5]1.Cl.CN(C)CCCN=C=NCC.ON1C2C=CC=CC=2N=N1.[F:32][C:33]1[CH:42]=[CH:41][C:40]([O:43][CH2:44][CH2:45][CH3:46])=[C:39]2[C:34]=1[C:35](=[O:58])[C:36]([C:51]1[CH:56]=[CH:55][C:54]([OH:57])=[CH:53][CH:52]=1)=[CH:37][N:38]2[CH2:47][C:48](O)=[O:49]. The catalyst is C(N(CC)CC)C.O.CN(C=O)C. The product is [F:32][C:33]1[CH:42]=[CH:41][C:40]([O:43][CH2:44][CH2:45][CH3:46])=[C:39]2[C:34]=1[C:35](=[O:58])[C:36]([C:51]1[CH:52]=[CH:53][C:54]([OH:57])=[CH:55][CH:56]=1)=[CH:37][N:38]2[CH2:47][C:48]([NH:1][CH2:2][CH2:3][N:4]1[CH2:9][CH2:8][O:7][CH2:6][CH2:5]1)=[O:49]. The yield is 0.240.